Dataset: Forward reaction prediction with 1.9M reactions from USPTO patents (1976-2016). Task: Predict the product of the given reaction. (1) Given the reactants CO.[ClH:3].O1CCOCC1.[F:10][C:11]1[CH:16]=[C:15]([N:17]2[CH2:21][C@H:20]([CH2:22][N:23]3[CH:27]=[CH:26][N:25]=[N:24]3)[O:19][C:18]2=[O:28])[CH:14]=[CH:13][C:12]=1[C:29]1[CH:30]=[CH:31][C:32]([C:35]2[CH2:39][C@@H:38]([CH2:40][NH:41][C:42](=[O:47])[CH2:43][N:44]([CH3:46])[CH3:45])[O:37][N:36]=2)=[N:33][CH:34]=1, predict the reaction product. The product is: [ClH:3].[F:10][C:11]1[CH:16]=[C:15]([N:17]2[CH2:21][C@H:20]([CH2:22][N:23]3[CH:27]=[CH:26][N:25]=[N:24]3)[O:19][C:18]2=[O:28])[CH:14]=[CH:13][C:12]=1[C:29]1[CH:30]=[CH:31][C:32]([C:35]2[CH2:39][C@@H:38]([CH2:40][NH:41][C:42](=[O:47])[CH2:43][N:44]([CH3:45])[CH3:46])[O:37][N:36]=2)=[N:33][CH:34]=1. (2) The product is: [Si:71]([O:70][C@H:69]([C:78]1[C:83]2[O:84][CH2:85][C:86](=[O:88])[NH:87][C:82]=2[CH:81]=[C:80]([OH:89])[CH:79]=1)[CH2:68][NH:67][CH2:122][CH2:121][CH2:120][CH2:119][CH2:118][CH2:117][CH2:116][CH2:115][CH2:114][CH2:113][CH2:112][S:109]([C:106]1[CH:107]=[C:108]2[C:103](=[C:104]([CH3:124])[CH:105]=1)[N:102]=[CH:101][C:100]([C:125]([NH2:127])=[O:126])=[C:99]2[NH:98][C:94]1[CH:95]=[CH:96][CH:97]=[C:92]([O:91][CH3:90])[CH:93]=1)(=[O:111])=[O:110])([C:74]([CH3:77])([CH3:75])[CH3:76])([CH3:73])[CH3:72]. Given the reactants [Si](O[C@H](C1C=CC(O)=C2C=1C=CC(=O)N2)CNCCCCCCCCNC(C1C=C(S(C2C=C3C(=C(C)C=2)N=CC(C(N)=O)=C3NC2C=CC=C(OC)C=2)(=O)=O)C=CC=1)=O)(C(C)(C)C)(C)C.[NH2:67][CH2:68][C@@H:69]([C:78]1[C:83]2[O:84][CH2:85][C:86](=[O:88])[NH:87][C:82]=2[CH:81]=[C:80]([OH:89])[CH:79]=1)[O:70][Si:71]([C:74]([CH3:77])([CH3:76])[CH3:75])([CH3:73])[CH3:72].[CH3:90][O:91][C:92]1[CH:93]=[C:94]([NH:98][C:99]2[C:108]3[C:103](=[C:104]([CH3:124])[CH:105]=[C:106]([S:109]([CH2:112][CH2:113][CH2:114][CH2:115][CH2:116][CH2:117][CH2:118][CH2:119][CH2:120][CH2:121][CH:122]=O)(=[O:111])=[O:110])[CH:107]=3)[N:102]=[CH:101][C:100]=2[C:125]([NH2:127])=[O:126])[CH:95]=[CH:96][CH:97]=1, predict the reaction product. (3) Given the reactants Cl.[N:2]1([CH:18]2[CH2:23][CH2:22][NH:21][CH2:20][CH2:19]2)[CH2:7][CH2:6][CH:5]([N:8]2[C@H:12]3[CH2:13][CH2:14][CH2:15][CH2:16][C@H:11]3[NH:10][C:9]2=[O:17])[CH2:4][CH2:3]1.C(=O)([O-])[O-].[K+].[K+].Cl[C:31]([O:33][CH:34]([CH3:36])[CH3:35])=[O:32].C1(C)C=CC=CC=1, predict the reaction product. The product is: [O:17]=[C:9]1[N:8]([CH:5]2[CH2:4][CH2:3][N:2]([CH:18]3[CH2:23][CH2:22][N:21]([C:31]([O:33][CH:34]([CH3:36])[CH3:35])=[O:32])[CH2:20][CH2:19]3)[CH2:7][CH2:6]2)[C@H:12]2[CH2:13][CH2:14][CH2:15][CH2:16][C@H:11]2[NH:10]1. (4) Given the reactants Cl[C:2](Cl)(Cl)[CH:3]([OH:5])O.[O-]S([O-])(=O)=O.[Na+].[Na+].Cl.[NH2:16][C:17]1[CH:22]=[CH:21][C:20]([C:23]([CH3:30])([CH3:29])[C:24]([O:26][CH2:27][CH3:28])=[O:25])=[CH:19][CH:18]=1.[Cl-].[OH:32][NH3+:33], predict the reaction product. The product is: [OH:32]/[N:33]=[CH:2]/[C:3]([NH:16][C:17]1[CH:18]=[CH:19][C:20]([C:23]([CH3:29])([CH3:30])[C:24]([O:26][CH2:27][CH3:28])=[O:25])=[CH:21][CH:22]=1)=[O:5]. (5) Given the reactants I[C:2]1[C:10]2[CH2:9][CH2:8][O:7][C:6](=[O:11])[C:5]=2[S:4][CH:3]=1.[CH3:12]B(O)O.C([O-])([O-])=O.[Na+].[Na+].[OH-].[Na+].O.C1(C)C=CC(S(O)(=O)=O)=CC=1.C([O-])(O)=O.[Na+], predict the reaction product. The product is: [CH3:12][C:2]1[C:10]2[CH2:9][CH2:8][O:7][C:6](=[O:11])[C:5]=2[S:4][CH:3]=1. (6) The product is: [ClH:14].[NH2:6][CH:7]1[CH2:11][CH2:10][N:9]([C:24]([O:26][C:27]([CH3:30])([CH3:29])[CH3:28])=[O:25])[CH2:8]1. Given the reactants Cl.FC(F)(F)C([NH:6][CH:7]1[CH2:11][CH2:10][NH:9][CH2:8]1)=O.[Cl:14]CCl.C(N(CC)CC)C.[C:24](O[C:24]([O:26][C:27]([CH3:30])([CH3:29])[CH3:28])=[O:25])([O:26][C:27]([CH3:30])([CH3:29])[CH3:28])=[O:25], predict the reaction product. (7) The product is: [CH2:12]([O:1][C:2]1[CH:10]=[CH:9][CH:8]=[C:7]2[C:3]=1[CH:4]=[CH:5][NH:6]2)[CH2:13][C:14]1[CH:19]=[CH:18][CH:17]=[CH:16][CH:15]=1. Given the reactants [OH:1][C:2]1[CH:10]=[CH:9][CH:8]=[C:7]2[C:3]=1[CH:4]=[CH:5][NH:6]2.Br[CH2:12][CH2:13][C:14]1[CH:19]=[CH:18][CH:17]=[CH:16][CH:15]=1.C([O-])([O-])=O.[K+].[K+], predict the reaction product. (8) Given the reactants Br[CH2:2][C:3]([C:5]1[C:6](=[O:16])[O:7][C:8]2[C:13]([CH:14]=1)=[CH:12][CH:11]=[CH:10][C:9]=2[Cl:15])=O.[CH3:17][N:18]([CH3:32])[CH2:19][CH2:20][O:21][C:22]1[CH:27]=[CH:26][CH:25]=[CH:24][C:23]=1[NH:28][C:29]([NH2:31])=[S:30], predict the reaction product. The product is: [Cl:15][C:9]1[CH:10]=[CH:11][CH:12]=[C:13]2[C:8]=1[O:7][C:6](=[O:16])[C:5]([C:3]1[N:31]=[C:29]([NH:28][C:23]3[CH:24]=[CH:25][CH:26]=[CH:27][C:22]=3[O:21][CH2:20][CH2:19][N:18]([CH3:32])[CH3:17])[S:30][CH:2]=1)=[CH:14]2.